Dataset: Forward reaction prediction with 1.9M reactions from USPTO patents (1976-2016). Task: Predict the product of the given reaction. (1) Given the reactants [Cl:1][C:2]1[C:3]([N:8]2[CH:12]=[CH:11][C:10]([C:13]([F:16])([F:15])[F:14])=[N:9]2)=[N:4][CH:5]=[CH:6][CH:7]=1.C([NH:20][CH:21](C)C)(C)C.[Li].[Cl:25][C:26]1[CH:31]=[CH:30][CH:29]=[C:28]([CH3:32])[C:27]=1N=C=O.[O:36]1CCCC1, predict the reaction product. The product is: [Cl:25][C:26]1[CH:31]=[CH:30][CH:29]=[C:28]([CH3:32])[C:27]=1[C:11]1[C:10]([C:13]([F:16])([F:14])[F:15])=[N:9][N:8]([C:3]2[C:2]([Cl:1])=[CH:7][CH:6]=[CH:5][N:4]=2)[C:12]=1[C:21]([NH2:20])=[O:36]. (2) Given the reactants Br[C:2]1[CH:3]=[C:4]2[C:9](=[CH:10][CH:11]=1)[N:8]=[C:7]([CH:12]1[CH2:14][CH2:13]1)[N:6]=[C:5]2[N:15]1[CH2:20][CH2:19][N:18]([C:21]2[CH:26]=[CH:25][CH:24]=[CH:23][C:22]=2[O:27][CH3:28])[CH2:17][CH2:16]1.C(O[Na])(C)(C)C.C1C=CC(P(C2C(C3C(P(C4C=CC=CC=4)C4C=CC=CC=4)=CC=C4C=3C=CC=C4)=C3C(C=CC=C3)=CC=2)C2C=CC=CC=2)=CC=1.[NH:81]([CH3:83])[CH3:82], predict the reaction product. The product is: [CH:12]1([C:7]2[N:6]=[C:5]([N:15]3[CH2:16][CH2:17][N:18]([C:21]4[CH:26]=[CH:25][CH:24]=[CH:23][C:22]=4[O:27][CH3:28])[CH2:19][CH2:20]3)[C:4]3[C:9](=[CH:10][CH:11]=[C:2]([N:81]([CH3:83])[CH3:82])[CH:3]=3)[N:8]=2)[CH2:13][CH2:14]1. (3) The product is: [Cl:25][C:26]1[CH:27]=[C:28]([NH:29][C:22]2[C:23]3[N:15]([CH2:14][CH2:13][O:12][CH2:11][CH2:10][OH:9])[CH:16]=[CH:17][C:18]=3[N:19]=[CH:20][N:21]=2)[CH:30]=[CH:31][C:32]=1[O:33][C:34]1[CH:39]=[CH:38][CH:37]=[C:36]([C:40]2[O:44][CH:43]=[N:42][CH:41]=2)[CH:35]=1. Given the reactants C([O:9][CH2:10][CH2:11][O:12][CH2:13][CH2:14][N:15]1[C:23]2[C:22](Cl)=[N:21][CH:20]=[N:19][C:18]=2[CH:17]=[CH:16]1)(=O)C1C=CC=CC=1.[Cl:25][C:26]1[CH:27]=[C:28]([CH:30]=[CH:31][C:32]=1[O:33][C:34]1[CH:39]=[CH:38][CH:37]=[C:36]([C:40]2[O:44][CH:43]=[N:42][CH:41]=2)[CH:35]=1)[NH2:29].C(=O)(O)[O-].[Na+], predict the reaction product. (4) The product is: [N:7]1[CH:8]=[CH:9][C:4]([C:2]2[CH:3]=[C:4]3[C:9](=[CH:10][CH:11]=2)[CH2:8][NH:7][CH2:6][CH2:5]3)=[CH:5][CH:6]=1. Given the reactants Br[C:2]1[CH:3]=[C:4]2[C:9](=[CH:10][CH:11]=1)[CH2:8][NH:7][CH2:6][CH2:5]2.B(O)O, predict the reaction product. (5) Given the reactants [N:1]([CH2:4][CH2:5][CH2:6][C:7]1([C:26]2[CH:31]=[CH:30][CH:29]=[CH:28][CH:27]=2)[N:11]([C:12]2[S:13][C:14]([Br:17])=[N:15][N:16]=2)[N:10]=[C:9]([C:18]2[CH:23]=[C:22]([F:24])[CH:21]=[CH:20][C:19]=2[F:25])[S:8]1)=[N+]=[N-].O.C1(P(C2C=CC=CC=2)C2C=CC=CC=2)C=CC=CC=1, predict the reaction product. The product is: [Br:17][C:14]1[S:13][C:12]([N:11]2[N:10]=[C:9]([C:18]3[CH:23]=[C:22]([F:24])[CH:21]=[CH:20][C:19]=3[F:25])[S:8][C:7]2([CH2:6][CH2:5][CH2:4][NH2:1])[C:26]2[CH:31]=[CH:30][CH:29]=[CH:28][CH:27]=2)=[N:16][N:15]=1. (6) Given the reactants [CH:1]1([N:7]([CH:18]2[CH2:23][CH2:22][CH2:21][CH2:20][CH2:19]2)[C:8]([NH:10][C:11]2[S:12][CH:13]=[C:14]([CH2:16]Br)[N:15]=2)=[O:9])[CH2:6][CH2:5][CH2:4][CH2:3][CH2:2]1.[CH2:24]([O:26][C:27]([C:29]1[N:30]=[C:31]([SH:34])[NH:32][CH:33]=1)=[O:28])[CH3:25], predict the reaction product. The product is: [CH2:24]([O:26][C:27]([C:29]1[N:30]=[C:31]([S:34][CH2:16][C:14]2[N:15]=[C:11]([NH:10][C:8]([N:7]([CH:18]3[CH2:23][CH2:22][CH2:21][CH2:20][CH2:19]3)[CH:1]3[CH2:6][CH2:5][CH2:4][CH2:3][CH2:2]3)=[O:9])[S:12][CH:13]=2)[NH:32][CH:33]=1)=[O:28])[CH3:25].[CH:1]1([N:7]([CH:18]2[CH2:23][CH2:22][CH2:21][CH2:20][CH2:19]2)[C:8](=[O:9])[NH:10][C:11]2[S:12][CH:13]=[C:14]([CH2:16][S:34][C:31]3[NH:32][CH:33]=[C:29]([C:27]([OH:28])=[O:26])[N:30]=3)[N:15]=2)[CH2:6][CH2:5][CH2:4][CH2:3][CH2:2]1. (7) Given the reactants [CH3:1][O:2][C:3](=[O:22])[C:4]1[CH:9]=[C:8]([S:10][C:11]2[C:19]3[C:14](=[CH:15][C:16]([Cl:20])=[CH:17][CH:18]=3)[NH:13][C:12]=2[CH3:21])[CH:7]=[N:6][CH:5]=1.Br[C:24]1[CH:25]=[N:26][N:27]([CH3:29])[CH:28]=1.C(=O)([O-])[O-].[K+].[K+], predict the reaction product. The product is: [CH3:1][O:2][C:3](=[O:22])[C:4]1[CH:9]=[C:8]([S:10][C:11]2[C:19]3[C:14](=[CH:15][C:16]([Cl:20])=[CH:17][CH:18]=3)[N:13]([C:24]3[CH:25]=[N:26][N:27]([CH3:29])[CH:28]=3)[C:12]=2[CH3:21])[CH:7]=[N:6][CH:5]=1. (8) Given the reactants CO[C:3](=[O:14])[CH:4]=[C:5]1[CH2:11][CH:10]2[N:12]([CH3:13])[CH:7]([CH2:8][CH2:9]2)[CH2:6]1.[C:15]1([Mg]Cl)[CH:20]=[CH:19][CH:18]=[CH:17][CH:16]=1, predict the reaction product. The product is: [CH3:13][N:12]1[CH:7]2[CH2:8][CH2:9][CH:10]1[CH2:11][C:5](=[CH:4][C:3]([C:15]1[CH:20]=[CH:19][CH:18]=[CH:17][CH:16]=1)([C:15]1[CH:20]=[CH:19][CH:18]=[CH:17][CH:16]=1)[OH:14])[CH2:6]2.